From a dataset of Full USPTO retrosynthesis dataset with 1.9M reactions from patents (1976-2016). Predict the reactants needed to synthesize the given product. (1) Given the product [Cl:3][C:4]1[CH:5]=[CH:6][C:7]([C:10](=[O:21])[CH2:11][N:12]2[CH:16]=[CH:15][CH:14]=[C:13]2[C:17]([OH:19])=[O:18])=[CH:8][CH:9]=1, predict the reactants needed to synthesize it. The reactants are: [OH-].[Li+].[Cl:3][C:4]1[CH:9]=[CH:8][C:7]([C:10](=[O:21])[CH2:11][N:12]2[CH:16]=[CH:15][CH:14]=[C:13]2[C:17]([O:19]C)=[O:18])=[CH:6][CH:5]=1.Cl. (2) Given the product [CH2:1]([N:3]([CH2:25][C:26]([NH:28][CH2:29][CH3:30])=[O:27])[C:4]([C:6]1[CH:7]=[C:8]2[C:16](=[CH:17][CH:18]=1)[N:15]([CH2:42][C:43]([O:45][CH2:46][CH3:47])=[O:44])[C:14]1[CH2:13][CH2:12][CH:11]([CH:19]3[CH2:24][CH2:23][O:22][CH2:21][CH2:20]3)[CH2:10][C:9]2=1)=[O:5])[CH3:2], predict the reactants needed to synthesize it. The reactants are: [CH2:1]([N:3]([CH2:25][C:26]([NH:28][CH2:29][CH3:30])=[O:27])[C:4]([C:6]1[CH:7]=[C:8]2[C:16](=[CH:17][CH:18]=1)[NH:15][C:14]1[CH2:13][CH2:12][CH:11]([CH:19]3[CH2:24][CH2:23][O:22][CH2:21][CH2:20]3)[CH2:10][C:9]2=1)=[O:5])[CH3:2].C[Si]([N-][Si](C)(C)C)(C)C.[K+].I[CH2:42][C:43]([O:45][CH2:46][CH3:47])=[O:44].